From a dataset of Ames mutagenicity test results for genotoxicity prediction. Regression/Classification. Given a drug SMILES string, predict its toxicity properties. Task type varies by dataset: regression for continuous values (e.g., LD50, hERG inhibition percentage) or binary classification for toxic/non-toxic outcomes (e.g., AMES mutagenicity, cardiotoxicity, hepatotoxicity). Dataset: ames. The drug is O=C(O)CNCP(=O)(O)O. The result is 0 (non-mutagenic).